The task is: Predict which catalyst facilitates the given reaction.. This data is from Catalyst prediction with 721,799 reactions and 888 catalyst types from USPTO. (1) Product: [O:33]=[S:34]1(=[O:48])[CH2:39][CH2:38][N:37]([CH2:40][CH2:41][C:62]2[CH:63]=[CH:58][C:59]([NH:64][C:28]([C:27]3[CH:31]=[CH:32][C:24]([C:21]4[CH:20]=[CH:19][C:18]([C:16]5[N:17]=[C:13]([C@@H:9]6[CH2:10][CH2:11][CH2:12][N:8]6[C:6]([O:5][C:1]([CH3:2])([CH3:3])[CH3:4])=[O:7])[NH:14][CH:15]=5)=[CH:23][CH:22]=4)=[CH:25][CH:26]=3)=[O:30])=[CH:60][CH:61]=2)[CH2:36][CH2:35]1. Reactant: [C:1]([O:5][C:6]([N:8]1[CH2:12][CH2:11][CH2:10][C@H:9]1[C:13]1[NH:14][CH:15]=[C:16]([C:18]2[CH:23]=[CH:22][C:21]([C:24]3[CH:32]=[CH:31][C:27]([C:28]([OH:30])=O)=[CH:26][CH:25]=3)=[CH:20][CH:19]=2)[N:17]=1)=[O:7])([CH3:4])([CH3:3])[CH3:2].[O:33]=[S:34]1(=[O:48])[CH2:39][CH2:38][N:37]([CH2:40][C:41]2C=CC(N)=CC=2)[CH2:36][CH2:35]1.CN(C(ON1N=[N:64][C:59]2[CH:60]=[CH:61][CH:62]=[CH:63][C:58]1=2)=[N+](C)C)C.F[P-](F)(F)(F)(F)F.CN1CCOCC1. The catalyst class is: 3. (2) Reactant: [C:1]([C:3]1[CH:4]=[CH:5][C:6]([CH2:9][N:10]([CH3:19])[CH2:11][C:12]([O:14][C:15]([CH3:18])([CH3:17])[CH3:16])=[O:13])=[N:7][CH:8]=1)#[N:2].[NH2:20][OH:21]. Product: [OH:21][N:20]=[C:1]([C:3]1[CH:4]=[CH:5][C:6]([CH2:9][N:10]([CH3:19])[CH2:11][C:12]([O:14][C:15]([CH3:17])([CH3:16])[CH3:18])=[O:13])=[N:7][CH:8]=1)[NH2:2]. The catalyst class is: 8. (3) Reactant: [CH3:1][C:2]1[CH:3]=[N:4][CH:5]=[C:6]([CH:9]=1)[CH:7]=O.[CH3:10][O:11][C:12]1[CH:13]=[C:14]([CH:16]=[CH:17][CH:18]=1)[NH2:15]. Product: [CH3:10][O:11][C:12]1[CH:13]=[C:14]([CH:16]=[CH:17][CH:18]=1)[N:15]=[CH:7][C:6]1[CH:5]=[N:4][CH:3]=[C:2]([CH3:1])[CH:9]=1. The catalyst class is: 8. (4) Reactant: [CH3:1][C:2]1[CH:11]=[CH:10][CH:9]=[C:8]([CH2:12][O:13][C@@H:14]2[CH2:19][CH2:18][CH2:17][C@H:16]([O:20][CH2:21][C:22]3[N:23]=[C:24]([C:28]4[CH:33]=[CH:32][C:31]([CH3:34])=[CH:30][CH:29]=4)[O:25][C:26]=3[CH3:27])[CH2:15]2)[C:3]=1[C:4]([O:6]C)=[O:5].[OH-].[K+]. Product: [CH3:1][C:2]1[CH:11]=[CH:10][CH:9]=[C:8]([CH2:12][O:13][C@@H:14]2[CH2:19][CH2:18][CH2:17][C@H:16]([O:20][CH2:21][C:22]3[N:23]=[C:24]([C:28]4[CH:29]=[CH:30][C:31]([CH3:34])=[CH:32][CH:33]=4)[O:25][C:26]=3[CH3:27])[CH2:15]2)[C:3]=1[C:4]([OH:6])=[O:5]. The catalyst class is: 252. (5) Reactant: [CH3:1][S:2]([O:5]S(C)(=O)=O)(=[O:4])=[O:3].[C:10]([O:14][C:15](=[O:25])[NH:16][C:17]1[CH:22]=[CH:21][C:20]([CH2:23]O)=[CH:19][N:18]=1)([CH3:13])([CH3:12])[CH3:11].C(N(CC)CC)C. Product: [C:10]([O:14][C:15]([NH:16][C:17]1[N:18]=[CH:19][C:20]([CH2:23][O:5][S:2]([CH3:1])(=[O:4])=[O:3])=[CH:21][CH:22]=1)=[O:25])([CH3:13])([CH3:12])[CH3:11]. The catalyst class is: 781. (6) Reactant: O=[C:2]1[NH:7][C:6]([C:8]([F:11])([F:10])[F:9])=[C:5]([C:12]([O:14][CH2:15][CH3:16])=[O:13])[CH:4]=[CH:3]1.C(N(CC)CC)C.FC(F)(F)S(OS(C(F)(F)F)(=O)=O)(=O)=O.[NH:39]1[CH2:44][CH2:43][NH:42][CH2:41][CH2:40]1. Product: [N:39]1([C:2]2[CH:3]=[CH:4][C:5]([C:12]([O:14][CH2:15][CH3:16])=[O:13])=[C:6]([C:8]([F:11])([F:10])[F:9])[N:7]=2)[CH2:44][CH2:43][NH:42][CH2:41][CH2:40]1. The catalyst class is: 266.